Predict which catalyst facilitates the given reaction. From a dataset of Catalyst prediction with 721,799 reactions and 888 catalyst types from USPTO. (1) Reactant: Br[C:2]1[CH:7]=[CH:6][CH:5]=[C:4]([CH:8]([F:10])[F:9])[N:3]=1.CC1(C)C(C)(C)OB([C:19]2[CH2:24][CH2:23][CH:22]([CH2:25][C:26]([O:28][CH2:29][CH3:30])=[O:27])[CH2:21][CH:20]=2)O1.C([O-])([O-])=O.[K+].[K+]. Product: [F:9][CH:8]([F:10])[C:4]1[N:3]=[C:2]([C:19]2[CH2:24][CH2:23][CH:22]([CH2:25][C:26]([O:28][CH2:29][CH3:30])=[O:27])[CH2:21][CH:20]=2)[CH:7]=[CH:6][CH:5]=1. The catalyst class is: 77. (2) Reactant: [CH2:1]([O:3][C:4](=[O:22])[CH2:5][CH:6]1[CH2:11][CH2:10][N:9]([C:12]([O:14][CH2:15][C:16]2[CH:21]=[CH:20][CH:19]=[CH:18][CH:17]=2)=[O:13])[CH2:8][CH2:7]1)[CH3:2].C[Si](C)(C)[N-][Si](C)(C)C.[Li+].[CH2:33](Br)[CH:34]=[CH2:35]. Product: [CH2:1]([O:3][C:4]([CH:5]([CH:6]1[CH2:11][CH2:10][N:9]([C:12]([O:14][CH2:15][C:16]2[CH:17]=[CH:18][CH:19]=[CH:20][CH:21]=2)=[O:13])[CH2:8][CH2:7]1)[CH2:35][CH:34]=[CH2:33])=[O:22])[CH3:2]. The catalyst class is: 7. (3) Reactant: [CH3:1][O:2][C:3]1[C:29]([O:30][CH3:31])=[CH:28][C:6]2[CH2:7][CH2:8][N:9]([C:12](=[O:27])[CH2:13][CH2:14][N:15]([CH2:17][CH:18]3[CH2:25][C:24]4[C:19]3=[CH:20][CH:21]=[C:22]([OH:26])[CH:23]=4)[CH3:16])[CH2:10][CH2:11][C:5]=2[CH:4]=1.C(N(CC)CC)C.[CH3:39][N:40]([CH3:44])[C:41]([Cl:43])=[O:42]. Product: [ClH:43].[CH3:39][N:40]([CH3:44])[C:41](=[O:42])[O:26][C:22]1[CH:23]=[C:24]2[C:19](=[CH:20][CH:21]=1)[CH:18]([CH2:17][N:15]([CH2:14][CH2:13][C:12]([N:9]1[CH2:10][CH2:11][C:5]3[CH:4]=[C:3]([O:2][CH3:1])[C:29]([O:30][CH3:31])=[CH:28][C:6]=3[CH2:7][CH2:8]1)=[O:27])[CH3:16])[CH2:25]2. The catalyst class is: 17. (4) Reactant: [H-].[Na+].Cl[C:4]1[C:9]([CH2:10][N:11]([CH3:20])[CH2:12][CH:13]([OH:19])[CH2:14][C:15]([F:18])([F:17])[F:16])=[C:8]([CH3:21])[CH:7]=[C:6]([Cl:22])[N:5]=1. The catalyst class is: 1. Product: [Cl:22][C:6]1[CH:7]=[C:8]([CH3:21])[C:9]2[CH2:10][N:11]([CH3:20])[CH2:12][CH:13]([CH2:14][C:15]([F:18])([F:17])[F:16])[O:19][C:4]=2[N:5]=1. (5) Reactant: [OH:1][C:2]1[CH:7]=[CH:6][C:5]([C:8]2[N:9]=[C:10]3[N:15]=[CH:14][C:13]([I:16])=[CH:12][N:11]3[CH:17]=2)=[CH:4][CH:3]=1.C(=O)([O-])[O-].[K+].[K+].Br[CH2:25][CH2:26][CH2:27][F:28]. Product: [F:28][CH2:27][CH2:26][CH2:25][O:1][C:2]1[CH:7]=[CH:6][C:5]([C:8]2[N:9]=[C:10]3[N:15]=[CH:14][C:13]([I:16])=[CH:12][N:11]3[CH:17]=2)=[CH:4][CH:3]=1. The catalyst class is: 6.